The task is: Predict the product of the given reaction.. This data is from Forward reaction prediction with 1.9M reactions from USPTO patents (1976-2016). The product is: [ClH:47].[NH2:1][S:2]([C:5]1[CH:10]=[CH:9][C:8]([CH2:11][CH2:12][N:13]([CH2:24][C:25]2[CH:26]=[C:27]([C:31]3[CH:36]=[CH:35][CH:34]=[C:33]([C:37]([NH:39][CH2:40][CH2:41][N:42]4[CH2:46][CH2:45][CH2:44][CH2:43]4)=[O:38])[CH:32]=3)[CH:28]=[CH:29][CH:30]=2)[C:14](=[O:23])/[CH:15]=[CH:16]/[C:17]2[CH:18]=[CH:19][CH:20]=[CH:21][CH:22]=2)=[CH:7][CH:6]=1)(=[O:4])=[O:3]. Given the reactants [NH2:1][S:2]([C:5]1[CH:10]=[CH:9][C:8]([CH2:11][CH2:12][N:13]([CH2:24][C:25]2[CH:26]=[C:27]([C:31]3[CH:36]=[CH:35][CH:34]=[C:33]([C:37]([NH:39][CH2:40][CH2:41][N:42]4[CH2:46][CH2:45][CH2:44][CH2:43]4)=[O:38])[CH:32]=3)[CH:28]=[CH:29][CH:30]=2)[C:14](=[O:23])/[CH:15]=[CH:16]/[C:17]2[CH:22]=[CH:21][CH:20]=[CH:19][CH:18]=2)=[CH:7][CH:6]=1)(=[O:4])=[O:3].[ClH:47], predict the reaction product.